This data is from Experimentally validated miRNA-target interactions with 360,000+ pairs, plus equal number of negative samples. The task is: Binary Classification. Given a miRNA mature sequence and a target amino acid sequence, predict their likelihood of interaction. (1) The miRNA is hsa-miR-324-3p with sequence CCCACUGCCCCAGGUGCUGCUGG. The protein sequence of the target gene is MDGVVTDLITVGLKRGSDELLSSGIINGPFTMNSSTPSTANGNDSKKFKRDRPPCSPSRVLHLRKIPCDVTEAEIISLGLPFGKVTNLLMLKGKSQAFLEMASEEAAVTMVNYYTPITPHLRSQPVYIQYSNHRELKTDNLPNQARAQAALQAVSAVQSGSLALSGGPSNEGTVLPGQSPVLRIIIENLFYPVTLEVLHQIFSKFGTVLKIITFTKNNQFQALLQYADPVNAHYAKMALDGQNIYNACCTLRIDFSKLTSLNVKYNNDKSRDFTRLDLPTGDGQPSLEPPMAAAFGAPGI.... Result: 1 (interaction). (2) The miRNA is mmu-miR-29b-2-5p with sequence CUGGUUUCACAUGGUGGCUUAGAUU. The protein sequence of the target gene is MVTSSFPISVAVFALITLQVGTQDSFIAAVYEHAVILPNKTETPVSQEDALNLMNENIDILETAIKQAAEQGARIIVTPEDALYGWKFTRETVFPYLEDIPDPQVNWIPCQDPHRFGHTPVQARLSCLAKDNSIYVLANLGDKKPCNSRDSTCPPNGYFQYNTNVVYNTEGKLVARYHKYHLYSEPQFNVPEKPELVTFNTAFGRFGIFTCFDIFFYDPGVTLVKDFHVDTILFPTAWMNVLPLLTAIEFHSAWAMGMGVNLLVANTHHVSLNMTGSGIYAPNGPKVYHYDMKTELGKLL.... Result: 0 (no interaction).